Predict which catalyst facilitates the given reaction. From a dataset of Catalyst prediction with 721,799 reactions and 888 catalyst types from USPTO. (1) Reactant: [NH2:1][C:2]1[C:11]2[N:12]=[C:13]([CH2:23][CH2:24][O:25]C)[N:14]([CH2:15][C:16]3([OH:22])[CH2:21][CH2:20][O:19][CH2:18][CH2:17]3)[C:10]=2[C:9]2[CH:8]=[CH:7][CH:6]=[CH:5][C:4]=2[N:3]=1.B(Br)(Br)Br. Product: [NH2:1][C:2]1[C:11]2[N:12]=[C:13]([CH2:23][CH2:24][OH:25])[N:14]([CH2:15][C:16]3([OH:22])[CH2:17][CH2:18][O:19][CH2:20][CH2:21]3)[C:10]=2[C:9]2[CH:8]=[CH:7][CH:6]=[CH:5][C:4]=2[N:3]=1. The catalyst class is: 4. (2) Reactant: [C:9](O[C:9]([O:11][C:12]([CH3:15])([CH3:14])[CH3:13])=[O:10])([O:11][C:12]([CH3:15])([CH3:14])[CH3:13])=[O:10].[CH2:16]([NH2:19])[CH2:17][NH2:18].O. Product: [NH2:18][CH2:17][CH2:16][NH:19][C:9](=[O:10])[O:11][C:12]([CH3:13])([CH3:14])[CH3:15]. The catalyst class is: 13. (3) Reactant: [Li+].CC([N-]C(C)C)C.[Cl:9][C:10]1[N:15]=[C:14]([Cl:16])[CH:13]=[C:12]([CH3:17])[N:11]=1.[CH3:18][C:19]([CH3:23])=[CH:20][CH2:21]Br.O. Product: [Cl:9][C:10]1[N:15]=[C:14]([Cl:16])[CH:13]=[C:12]([CH2:17][CH2:21][CH:20]=[C:19]([CH3:23])[CH3:18])[N:11]=1. The catalyst class is: 56. (4) Reactant: [N+:1]([C:4]1[CH:5]=[C:6]([CH:19]=[CH:20][CH:21]=1)[CH2:7][CH:8](C(OCC)=O)[C:9]([O:11][CH2:12][CH3:13])=[O:10])([O-:3])=[O:2].[Cl-].[Li+].O. Product: [N+:1]([C:4]1[CH:5]=[C:6]([CH2:7][CH2:8][C:9]([O:11][CH2:12][CH3:13])=[O:10])[CH:19]=[CH:20][CH:21]=1)([O-:3])=[O:2]. The catalyst class is: 16. (5) Reactant: [CH:1]1([S:4]([C:7]2[CH:12]=[CH:11][C:10]([CH:13]([C:21]3[NH:25][C:24]([C:26]4[N:31]=[CH:30][C:29]([CH2:32][C:33](O)=[O:34])=[CH:28][CH:27]=4)=[CH:23][CH:22]=3)[CH2:14][CH:15]3[CH2:20][CH2:19][O:18][CH2:17][CH2:16]3)=[CH:9][CH:8]=2)(=[O:6])=[O:5])[CH2:3][CH2:2]1.C([N:38](CC)CC)C.Cl.CN(C)CCCN=C=NCC.O. Product: [CH:1]1([S:4]([C:7]2[CH:8]=[CH:9][C:10]([CH:13]([C:21]3[NH:25][C:24]([C:26]4[N:31]=[CH:30][C:29]([CH2:32][C:33]([NH2:38])=[O:34])=[CH:28][CH:27]=4)=[CH:23][CH:22]=3)[CH2:14][CH:15]3[CH2:16][CH2:17][O:18][CH2:19][CH2:20]3)=[CH:11][CH:12]=2)(=[O:5])=[O:6])[CH2:2][CH2:3]1. The catalyst class is: 9. (6) Reactant: [CH2:1]([O:9][C:10]([C:12]1([NH2:17])[CH2:16][CH2:15][O:14][CH2:13]1)=[O:11])[CH2:2][C:3]1[CH:8]=[CH:7][CH:6]=[CH:5][CH:4]=1.CC(OC)(C)C.CC#N.C(O)(=O)[C@H](C1C=CC=CC=1)O. Product: [CH2:1]([O:9][C:10]([C@:12]1([NH2:17])[CH2:16][CH2:15][O:14][CH2:13]1)=[O:11])[CH2:2][C:3]1[CH:4]=[CH:5][CH:6]=[CH:7][CH:8]=1. The catalyst class is: 6. (7) Reactant: [O:1]=[C:2]1[NH:7][CH2:6][CH2:5][N:4](C(OC(C)(C)C)=O)[CH2:3]1.[H-].[Na+].Cl.Cl[CH2:19][C:20]1[N:21]([CH3:27])[C:22](=[N:25][CH3:26])[S:23][CH:24]=1. Product: [CH3:27][N:21]1[C:20]([CH2:19][N:7]2[CH2:6][CH2:5][NH:4][CH2:3][C:2]2=[O:1])=[CH:24][S:23]/[C:22]/1=[N:25]\[CH3:26]. The catalyst class is: 3.